Task: Predict the reaction yield, written as a fraction of the theoretical maximum amount of product (1.0 means a 100% yield; for example, 0.34 means a 34% yield).. Dataset: Reaction yield outcomes from USPTO patents with 853,638 reactions (1) The reactants are [C:1]([O:5][C:6]([NH:8][C@@H:9]([CH2:13][CH2:14][CH2:15][C:16]([CH3:21])([N+:18]([O-:20])=[O:19])[CH3:17])[C:10]([OH:12])=[O:11])=[O:7])([CH3:4])([CH3:3])[CH3:2].[CH3:22]OC(OC)N(C)C. The catalyst is ClCCl. The product is [C:1]([O:5][C:6]([NH:8][C@@H:9]([CH2:13][CH2:14][CH2:15][C:16]([CH3:21])([N+:18]([O-:20])=[O:19])[CH3:17])[C:10]([O:12][CH3:22])=[O:11])=[O:7])([CH3:4])([CH3:2])[CH3:3]. The yield is 0.620. (2) The reactants are [CH3:1][C:2]([Si:5]([CH3:28])([CH3:27])[O:6][C@H:7]1[C@H:12]([N:13]2[C:17](=[O:18])[CH2:16][O:15][C:14]2=[O:19])[CH2:11][CH2:10][N:9](C(OC(C)(C)C)=O)[CH2:8]1)([CH3:4])[CH3:3].[C:29]([OH:35])([C:31]([F:34])([F:33])[F:32])=[O:30]. The catalyst is C(Cl)Cl. The product is [OH:35][C:29]([C:31]([F:34])([F:33])[F:32])=[O:30].[CH3:4][C:2]([Si:5]([CH3:28])([CH3:27])[O:6][C@H:7]1[C@H:12]([N:13]2[C:17](=[O:18])[CH2:16][O:15][C:14]2=[O:19])[CH2:11][CH2:10][NH:9][CH2:8]1)([CH3:1])[CH3:3]. The yield is 1.05.